From a dataset of Reaction yield outcomes from USPTO patents with 853,638 reactions. Predict the reaction yield, written as a fraction of the theoretical maximum amount of product (1.0 means a 100% yield; for example, 0.34 means a 34% yield). The reactants are [C:1]1(=[O:11])[C:10]2[C:5](=[CH:6][N:7]=[CH:8][CH:9]=2)[CH:4]=[CH:3][NH:2]1.[CH2:12](Br)[C:13]1[CH:18]=[CH:17][CH:16]=[CH:15][CH:14]=1.[BH4-].[Na+].Cl. The catalyst is C(#N)C. The product is [CH2:12]([N:7]1[CH2:8][CH2:9][C:10]2[C:1](=[O:11])[NH:2][CH:3]=[CH:4][C:5]=2[CH2:6]1)[C:13]1[CH:18]=[CH:17][CH:16]=[CH:15][CH:14]=1. The yield is 0.760.